From a dataset of Catalyst prediction with 721,799 reactions and 888 catalyst types from USPTO. Predict which catalyst facilitates the given reaction. (1) Reactant: [I:1][C:2]1[CH:3]=[CH:4][C:5]2[N:6]([C:8]([CH3:14])=[C:9]([C:11]([OH:13])=O)[N:10]=2)[CH:7]=1.[CH3:15][N:16](C(ON1N=NC2C=CC=NC1=2)=[N+](C)C)[CH3:17].F[P-](F)(F)(F)(F)F.C(N(CC)C(C)C)(C)C.CNC. Product: [I:1][C:2]1[CH:3]=[CH:4][C:5]2[N:6]([C:8]([CH3:14])=[C:9]([C:11]([N:16]([CH3:17])[CH3:15])=[O:13])[N:10]=2)[CH:7]=1. The catalyst class is: 3. (2) Reactant: [CH3:1][O:2][C:3]1[CH:4]=[C:5]([O:21][C:22]2[CH:23]=[N:24][C:25]([S:28]([CH3:31])(=[O:30])=[O:29])=[CH:26][CH:27]=2)[CH:6]=[C:7]2[C:11]=1[NH:10][C:9]([C:12]1[S:13][CH:14]([CH2:17][C:18]([OH:20])=O)[CH2:15][N:16]=1)=[CH:8]2.Cl.C(N=C=NCCCN(C)C)C.ON1C2C=CC=CC=2N=N1.[CH3:54][O:55][CH2:56][CH2:57][NH2:58]. Product: [CH3:54][O:55][CH2:56][CH2:57][NH:58][C:18](=[O:20])[CH2:17][CH:14]1[S:13][C:12]([C:9]2[NH:10][C:11]3[C:7]([CH:8]=2)=[CH:6][C:5]([O:21][C:22]2[CH:23]=[N:24][C:25]([S:28]([CH3:31])(=[O:29])=[O:30])=[CH:26][CH:27]=2)=[CH:4][C:3]=3[O:2][CH3:1])=[N:16][CH2:15]1. The catalyst class is: 145. (3) Reactant: [O:1]1[CH2:6][CH2:5][N:4]([CH2:7][CH2:8][O:9][C:10]2[CH:15]=[CH:14][C:13]([C:16]3[CH:17]=[CH:18][C:19]([CH2:22][C:23](OC)=[O:24])=[N:20][CH:21]=3)=[CH:12][CH:11]=2)[CH2:3][CH2:2]1.C1(OC)C=CC=CC=1.[CH2:35]([NH2:42])[C:36]1[CH:41]=[CH:40][CH:39]=[CH:38][CH:37]=1. Product: [O:1]1[CH2:2][CH2:3][N:4]([CH2:7][CH2:8][O:9][C:10]2[CH:11]=[CH:12][C:13]([C:16]3[CH:17]=[CH:18][C:19]([CH2:22][C:23]([NH:42][CH2:35][C:36]4[CH:41]=[CH:40][CH:39]=[CH:38][CH:37]=4)=[O:24])=[N:20][CH:21]=3)=[CH:14][CH:15]=2)[CH2:5][CH2:6]1. The catalyst class is: 194. (4) Reactant: [CH3:1][O:2][C:3]1[CH:9]=[CH:8][C:6]([NH2:7])=[C:5]([CH3:10])[CH:4]=1.[C:11](OC([O-])=O)([O:13][C:14]([CH3:17])([CH3:16])[CH3:15])=[O:12]. Product: [C:14]([O:13][C:11]([NH:7][C:6]1[CH:8]=[CH:9][C:3]([O:2][CH3:1])=[CH:4][C:5]=1[CH3:10])=[O:12])([CH3:17])([CH3:16])[CH3:15]. The catalyst class is: 1. (5) Reactant: C[O:2][C:3]1[CH:8]=[CH:7][CH:6]=[CH:5][C:4]=1[C:9](=[O:28])[CH2:10][N:11]1[C:20](=[O:21])[C:19]2[N:18]([CH2:22][C:23]#[C:24][CH3:25])[C:17]([Br:26])=[N:16][C:15]=2[N:14]([CH3:27])[C:12]1=[O:13].B(Br)(Br)Br. Product: [OH:2][C:3]1[CH:8]=[CH:7][CH:6]=[CH:5][C:4]=1[C:9](=[O:28])[CH2:10][N:11]1[C:20](=[O:21])[C:19]2[N:18]([CH2:22][C:23]#[C:24][CH3:25])[C:17]([Br:26])=[N:16][C:15]=2[N:14]([CH3:27])[C:12]1=[O:13]. The catalyst class is: 2. (6) Reactant: [CH3:1][O-].[Na+].[N:4]#[C:5][NH2:6].[N:7]([C:10]1[CH:15]=[CH:14][CH:13]=[C:12]([C:16]([F:19])([F:18])[F:17])[N:11]=1)=[C:8]=[S:9].IC. Product: [C:5](/[N:6]=[C:8](\[S:9][CH3:1])/[NH:7][C:10]1[CH:15]=[CH:14][CH:13]=[C:12]([C:16]([F:19])([F:17])[F:18])[N:11]=1)#[N:4]. The catalyst class is: 5. (7) Reactant: [CH3:1][C:2]1[CH:7]=[C:6]([C:8]2[CH:13]=[CH:12][N:11]=[CH:10][CH:9]=2)[CH:5]=[C:4]([CH3:14])[C:3]=1[S:15][C:16]1[C:17]2[N:40]([CH3:41])[CH:39]=[CH:38][C:18]=2[N:19]=[C:20]([N:22]([C:30]2[CH:35]=[CH:34][C:33]([C:36]#[N:37])=[CH:32][CH:31]=2)C(=O)OC(C)(C)C)[N:21]=1. Product: [CH3:1][C:2]1[CH:7]=[C:6]([C:8]2[CH:9]=[CH:10][N:11]=[CH:12][CH:13]=2)[CH:5]=[C:4]([CH3:14])[C:3]=1[S:15][C:16]1[C:17]2[N:40]([CH3:41])[CH:39]=[CH:38][C:18]=2[N:19]=[C:20]([NH:22][C:30]2[CH:35]=[CH:34][C:33]([C:36]#[N:37])=[CH:32][CH:31]=2)[N:21]=1. The catalyst class is: 67. (8) Reactant: Cl[C:2]1[N:7]=[CH:6][C:5]2[N:8]=[C:9]([O:14][CH2:15][CH2:16][O:17][CH:18]3[CH2:23][CH2:22][CH2:21][CH2:20][O:19]3)[N:10]([CH:11]([CH3:13])[CH3:12])[C:4]=2[CH:3]=1.BrC1N=CC2N=C(OCCOC3CCCCO3)N(C(C)C)C=2C=1.[CH:47]1([S:50]([N:53]2[CH:57]=[C:56]([C:58]3[N:63]=[C:62]([NH2:64])[CH:61]=[CH:60][N:59]=3)[CH:55]=[N:54]2)(=[O:52])=[O:51])[CH2:49][CH2:48]1.C1(P(C2C=CC=CC=2)C2C3OC4C(=CC=CC=4P(C4C=CC=CC=4)C4C=CC=CC=4)C(C)(C)C=3C=CC=2)C=CC=CC=1.C1(P(C2CCCCC2)C2C=CC=CC=2C2C(C(C)C)=CC(C(C)C)=CC=2C(C)C)CCCCC1.C(=O)([O-])[O-].[Cs+].[Cs+]. Product: [CH:47]1([S:50]([N:53]2[CH:57]=[C:56]([C:58]3[N:63]=[C:62]([NH:64][C:2]4[N:7]=[CH:6][C:5]5[N:8]=[C:9]([O:14][CH2:15][CH2:16][O:17][CH:18]6[CH2:23][CH2:22][CH2:21][CH2:20][O:19]6)[N:10]([CH:11]([CH3:13])[CH3:12])[C:4]=5[CH:3]=4)[CH:61]=[CH:60][N:59]=3)[CH:55]=[N:54]2)(=[O:51])=[O:52])[CH2:49][CH2:48]1. The catalyst class is: 62. (9) Product: [CH3:4][C:2]([N:5]1[C:9]2[N:10]=[C:11]([C:19]([CH3:22])([CH3:21])[CH3:20])[CH:12]=[C:13]([C:14]([OH:16])=[O:15])[C:8]=2[C:7]([CH3:23])=[N:6]1)([CH3:1])[CH3:3]. Reactant: [CH3:1][C:2]([N:5]1[C:9]2[N:10]=[C:11]([C:19]([CH3:22])([CH3:21])[CH3:20])[CH:12]=[C:13]([C:14]([O:16]CC)=[O:15])[C:8]=2[C:7]([CH3:23])=[N:6]1)([CH3:4])[CH3:3].[OH-].[Na+]. The catalyst class is: 14. (10) Reactant: Br[C:2]1[CH:7]=[CH:6][C:5]([S:8][C:9]2[N:14]=[C:13]([CH3:15])[C:12]([CH2:16][O:17][CH2:18][O:19][CH3:20])=[CH:11][CH:10]=2)=[CH:4][C:3]=1[CH3:21].[Li]C(C)(C)C.[C:27](=[O:29])=[O:28].CI.[C:32]([O-])([O-])=O.[K+].[K+]. Product: [CH3:32][O:28][C:27](=[O:29])[C:2]1[CH:7]=[CH:6][C:5]([S:8][C:9]2[CH:10]=[CH:11][C:12]([CH2:16][O:17][CH2:18][O:19][CH3:20])=[C:13]([CH3:15])[N:14]=2)=[CH:4][C:3]=1[CH3:21]. The catalyst class is: 1.